From a dataset of Full USPTO retrosynthesis dataset with 1.9M reactions from patents (1976-2016). Predict the reactants needed to synthesize the given product. Given the product [Si:47]([O:46][C:43]1[CH:42]=[CH:41][C:38]([CH:39]=[O:40])=[C:37]([OH:36])[C:44]=1[CH3:45])([C:50]([CH3:53])([CH3:52])[CH3:51])([CH3:48])[CH3:49], predict the reactants needed to synthesize it. The reactants are: OC1C(C)=C(O)C=CC=1C=O.[Si](Cl)(C(C)(C)C)(C)C.C(N(CC)C(C)C)(C)C.[Si]([O:36][C:37]1[C:44]([CH3:45])=[C:43]([O:46][Si:47]([C:50]([CH3:53])([CH3:52])[CH3:51])([CH3:49])[CH3:48])[CH:42]=[CH:41][C:38]=1[CH:39]=[O:40])(C(C)(C)C)(C)C.